This data is from Catalyst prediction with 721,799 reactions and 888 catalyst types from USPTO. The task is: Predict which catalyst facilitates the given reaction. (1) Reactant: [F:1][C:2]1[CH:7]=[CH:6][CH:5]=[CH:4][C:3]=1[C:8]1[CH:13]=[CH:12][C:11]([O:14][CH2:15][C:16]2[CH:21]=[CH:20][C:19]([C:22](=[O:24])[CH3:23])=[CH:18][CH:17]=2)=[CH:10][C:9]=1[C:25]([F:28])([F:27])[F:26].[Br:29]Br.O.C(=O)(O)[O-].[Na+]. Product: [Br:29][CH2:23][C:22]([C:19]1[CH:20]=[CH:21][C:16]([CH2:15][O:14][C:11]2[CH:12]=[CH:13][C:8]([C:3]3[CH:4]=[CH:5][CH:6]=[CH:7][C:2]=3[F:1])=[C:9]([C:25]([F:26])([F:27])[F:28])[CH:10]=2)=[CH:17][CH:18]=1)=[O:24]. The catalyst class is: 15. (2) The catalyst class is: 57. Reactant: Cl[C:2]1[C:3]2[C:8]([N:9]=[C:10]3[C:15]=1[CH2:14][CH2:13][CH2:12][CH2:11]3)=[CH:7][CH:6]=[CH:5][CH:4]=2.[CH2:16]([O:23][C:24]1[CH:29]=[CH:28][C:27](B(O)O)=[CH:26][CH:25]=1)[C:17]1[CH:22]=[CH:21][CH:20]=[CH:19][CH:18]=1.C([O-])([O-])=O.[Na+].[Na+]. Product: [CH2:16]([O:23][C:24]1[CH:29]=[CH:28][C:27]([C:2]2[C:3]3[C:8]([N:9]=[C:10]4[C:15]=2[CH2:14][CH2:13][CH2:12][CH2:11]4)=[CH:7][CH:6]=[CH:5][CH:4]=3)=[CH:26][CH:25]=1)[C:17]1[CH:22]=[CH:21][CH:20]=[CH:19][CH:18]=1. (3) Reactant: [NH2:1][C:2]1[N:7]=[CH:6][C:5]([C:8]2[CH:34]=[CH:33][C:11]3[N:12]([C:29]([CH3:32])([CH3:31])[CH3:30])[C:13]([C:16]4[CH:21]=[C:20]([Cl:22])[CH:19]=[CH:18][C:17]=4[N:23]4[CH:27]=[N:26][C:25]([CH3:28])=[N:24]4)(O)[NH:14][C:10]=3[CH:9]=2)=[CH:4][N:3]=1. Product: [C:29]([N:12]1[C:11]2[CH:33]=[CH:34][C:8]([C:5]3[CH:4]=[N:3][C:2]([NH2:1])=[N:7][CH:6]=3)=[CH:9][C:10]=2[N:14]=[C:13]1[C:16]1[CH:21]=[C:20]([Cl:22])[CH:19]=[CH:18][C:17]=1[N:23]1[CH:27]=[N:26][C:25]([CH3:28])=[N:24]1)([CH3:32])([CH3:31])[CH3:30]. The catalyst class is: 5. (4) Reactant: Cl[CH2:2][C:3]([C:5]1[CH:6]=[C:7]2[C:11](=[CH:12][CH:13]=1)[NH:10][C:9](=[O:14])[CH2:8]2)=O.[CH:15]([NH2:17])=[S:16].C(N(CC)CC)C. Product: [S:16]1[CH:2]=[C:3]([C:5]2[CH:6]=[C:7]3[C:11](=[CH:12][CH:13]=2)[NH:10][C:9](=[O:14])[CH2:8]3)[N:17]=[CH:15]1. The catalyst class is: 12.